From a dataset of Peptide-MHC class I binding affinity with 185,985 pairs from IEDB/IMGT. Regression. Given a peptide amino acid sequence and an MHC pseudo amino acid sequence, predict their binding affinity value. This is MHC class I binding data. (1) The peptide sequence is ILRNPGYAL. The MHC is HLA-B40:01 with pseudo-sequence HLA-B40:01. The binding affinity (normalized) is 0.0847. (2) The peptide sequence is IPRLLRTFL. The MHC is HLA-A11:01 with pseudo-sequence HLA-A11:01. The binding affinity (normalized) is 0.0847. (3) The peptide sequence is AALEGLSGF. The MHC is HLA-B53:01 with pseudo-sequence HLA-B53:01. The binding affinity (normalized) is 0.213. (4) The peptide sequence is EHNGGDDPL. The MHC is HLA-A11:01 with pseudo-sequence HLA-A11:01. The binding affinity (normalized) is 0.213. (5) The peptide sequence is IEIKDTKEAL. The MHC is HLA-B54:01 with pseudo-sequence HLA-B54:01. The binding affinity (normalized) is 0. (6) The peptide sequence is LMSIISTFHL. The MHC is HLA-A02:06 with pseudo-sequence HLA-A02:06. The binding affinity (normalized) is 0.444.